From a dataset of Catalyst prediction with 721,799 reactions and 888 catalyst types from USPTO. Predict which catalyst facilitates the given reaction. (1) Reactant: F[C:2]1[C:10]([F:11])=[C:9]([F:12])[CH:8]=[CH:7][C:3]=1[C:4]([OH:6])=[O:5].[F:13][C:14]1[CH:20]=[C:19]([C:21]#[C:22][CH2:23][O:24][CH3:25])[CH:18]=[CH:17][C:15]=1[NH2:16].[Li+].C[Si]([N-][Si](C)(C)C)(C)C. Product: [F:11][C:10]1[C:2]([NH:16][C:15]2[CH:17]=[CH:18][C:19]([C:21]#[C:22][CH2:23][O:24][CH3:25])=[CH:20][C:14]=2[F:13])=[C:3]([CH:7]=[CH:8][C:9]=1[F:12])[C:4]([OH:6])=[O:5]. The catalyst class is: 1. (2) Reactant: [C:1]([O:5][C:6]([N:8]1[CH2:12][CH2:11][CH2:10][C@H:9]1[CH2:13][CH2:14][OH:15])=[O:7])([CH3:4])([CH3:3])[CH3:2].CC(OI1(OC(C)=O)(OC(C)=O)OC(=O)C2C=CC=CC1=2)=O.C(=O)(O)[O-].[Na+].S([O-])([O-])(=O)=S.[Na+].[Na+]. The catalyst class is: 268. Product: [C:1]([O:5][C:6]([N:8]1[CH2:12][CH2:11][CH2:10][C@H:9]1[CH2:13][CH:14]=[O:15])=[O:7])([CH3:4])([CH3:3])[CH3:2]. (3) Reactant: C([O:3][C:4](=[O:43])[CH:5]([C:24]1[CH:29]=[CH:28][C:27]([O:30][CH3:31])=[C:26]([N:32]([C:37](=[O:42])[C:38]([CH3:41])([CH3:40])[CH3:39])[CH2:33][CH:34]([CH3:36])[CH3:35])[CH:25]=1)[CH2:6][C:7]1[CH:12]=[CH:11][C:10]([NH:13][C:14]([C:16]2[C:21]([Cl:22])=[CH:20][N:19]=[CH:18][C:17]=2[Cl:23])=[O:15])=[CH:9][CH:8]=1)C.[OH-].[Na+]. Product: [Cl:22][C:21]1[CH:20]=[N:19][CH:18]=[C:17]([Cl:23])[C:16]=1[C:14]([NH:13][C:10]1[CH:11]=[CH:12][C:7]([CH2:6][CH:5]([C:24]2[CH:29]=[CH:28][C:27]([O:30][CH3:31])=[C:26]([N:32]([C:37](=[O:42])[C:38]([CH3:41])([CH3:40])[CH3:39])[CH2:33][CH:34]([CH3:36])[CH3:35])[CH:25]=2)[C:4]([OH:43])=[O:3])=[CH:8][CH:9]=1)=[O:15]. The catalyst class is: 111. (4) Reactant: [F:1][C:2]([F:12])([F:11])[C:3]1[CH:4]=[C:5]([NH2:10])[C:6]([NH2:9])=[N:7][CH:8]=1.[C:13](OCC)(=[O:19])[C:14](OCC)=[O:15]. Product: [F:12][C:2]([F:1])([F:11])[C:3]1[CH:8]=[N:7][C:6]2=[N:9][C:13]([OH:19])=[C:14]([OH:15])[N:10]=[C:5]2[CH:4]=1. The catalyst class is: 28. (5) Reactant: [O:1]1[CH:5]=[CH:4][C:3]([CH:6]([OH:32])[CH2:7][CH2:8][C:9]2([C:30]#[N:31])[CH2:16][C:15]3[C:10]2=[CH:11][C:12]([O:19][Si:20]([CH:27]([CH3:29])[CH3:28])([CH:24]([CH3:26])[CH3:25])[CH:21]([CH3:23])[CH3:22])=[C:13]([O:17][CH3:18])[CH:14]=3)=[CH:2]1.CS(C)=O.CCN(CC)CC. Product: [O:1]1[CH:5]=[CH:4][C:3]([C:6](=[O:32])[CH2:7][CH2:8][C:9]2([C:30]#[N:31])[CH2:16][C:15]3[C:10]2=[CH:11][C:12]([O:19][Si:20]([CH:27]([CH3:29])[CH3:28])([CH:24]([CH3:25])[CH3:26])[CH:21]([CH3:22])[CH3:23])=[C:13]([O:17][CH3:18])[CH:14]=3)=[CH:2]1. The catalyst class is: 6. (6) Reactant: [Br:1][C:2]1[C:7]([CH:8]=[O:9])=[CH:6][CH:5]=[CH:4][N:3]=1.CO.[BH4-].[Na+]. Product: [Br:1][C:2]1[C:7]([CH2:8][OH:9])=[CH:6][CH:5]=[CH:4][N:3]=1. The catalyst class is: 6.